From a dataset of Experimentally validated miRNA-target interactions with 360,000+ pairs, plus equal number of negative samples. Binary Classification. Given a miRNA mature sequence and a target amino acid sequence, predict their likelihood of interaction. (1) The miRNA is mmu-miR-376c-3p with sequence AACAUAGAGGAAAUUUCACGU. The protein sequence of the target gene is MPHKIEGFFLLLLFGYEATLGLSSTEDEGEDPWYQKACKCDCQVGANALWSAGATSLDCIPECPYHKPLGFESGEVTPDQITCSNPEQYVGWYSSWTANKARLNSQGFGCAWLSKYQDSSQWLQIDLKEIKVISGILTQGRCDIDEWVTKYSVQYRTDERLNWIYYKDQTGNNRVFYGNSDRSSTVQNLLRPPIISRFIRLIPLGWHVRIAIRMELLECASKCA. Result: 1 (interaction). (2) The miRNA is hsa-miR-766-3p with sequence ACUCCAGCCCCACAGCCUCAGC. The protein sequence of the target gene is MAAAEPMGPAQVPMNSEVIVDPIQGQVNFEDVFVYFSQEEWVLLDEAQRLLYRDVMLENFALMASLGHTSFMSHIVASLVMGSEPWVPDWVDMTLAVATETPGGSDPGCWHGMEDEEIPFEQSFSIGMSQIRIPKGGPSTQKAYPCGTCGLVLKDILHLAEHQETHPGQKPYMCVLCGKQFCFSANLHQHQKQHSGEKPFRSDKSRPFLLNNCAVQSMEMSFVTGEACKDFLASSSIFEHHAPHNEWKPHSNTKCEEASHCGKRHYKCSECGKTFSRKDSLVQHQRVHTGERPYECGECG.... Result: 1 (interaction).